This data is from Reaction yield outcomes from USPTO patents with 853,638 reactions. The task is: Predict the reaction yield, written as a fraction of the theoretical maximum amount of product (1.0 means a 100% yield; for example, 0.34 means a 34% yield). (1) The reactants are Cl.[CH2:2]([N:4]=C=NCCCN(C)C)C.[CH:13]([C:15]1[NH:19][C:18]([CH3:20])=[C:17]([C:21]([OH:23])=O)[C:16]=1[CH3:24])=[O:14].O[N:26]1[C:30]2[CH:31]=[CH:32][CH:33]=[CH:34]C=2N=N1.N1CCC(NC)CC1. The catalyst is O.CN(C=O)C.C(N(CC)CC)C. The product is [NH:26]1[CH2:30][CH2:31][CH:32]([CH2:2][NH:4][C:21]([C:17]2[C:16]([CH3:24])=[C:15]([CH:13]=[O:14])[NH:19][C:18]=2[CH3:20])=[O:23])[CH2:33][CH2:34]1. The yield is 0.602. (2) The reactants are [NH2:1][C:2]1[CH:3]=[C:4]([CH:19]=[CH:20][CH:21]=1)[O:5][C:6]1[C:15]2[C:10](=[CH:11][C:12]([O:17][CH3:18])=[C:13]([OH:16])[CH:14]=2)[N:9]=[CH:8][N:7]=1.[C:22]([C:26]1[O:30][N:29]=[C:28]([NH:31][C:32](=O)[O:33]C2C=CC=CC=2)[CH:27]=1)([CH3:25])([CH3:24])[CH3:23]. The product is [C:22]([C:26]1[O:30][N:29]=[C:28]([NH:31][C:32]([NH:1][C:2]2[CH:21]=[CH:20][CH:19]=[C:4]([O:5][C:6]3[C:15]4[C:10](=[CH:11][C:12]([O:17][CH3:18])=[C:13]([OH:16])[CH:14]=4)[N:9]=[CH:8][N:7]=3)[CH:3]=2)=[O:33])[CH:27]=1)([CH3:25])([CH3:23])[CH3:24]. The yield is 0.875. The catalyst is CN(C=O)C. (3) The reactants are [NH2:1][CH2:2][C@H:3]1[CH2:7][C@@H:6]([NH:8][S:9]([C:12]2[CH:17]=[C:16]([Br:18])[CH:15]=[CH:14][C:13]=2[Br:19])(=[O:11])=[O:10])[CH2:5][N:4]1[C:20](OC(C)(C)C)=O.[CH:27](=O)[CH2:28][CH3:29].[BH4-].[Na+].Cl.CCN(C(C)C)[CH:37]([CH3:39])[CH3:38].[N:43]#CBr.C(O)C(N)(CO)CO. The catalyst is CO.O1CCOCC1. The product is [Br:19][C:13]1[CH:14]=[CH:15][C:16]([Br:18])=[CH:17][C:12]=1[S:9]([NH:8][C@@H:6]1[CH2:7][C@H:3]([CH2:2][N:1]([CH2:38][CH2:37][CH3:39])[CH2:27][CH2:28][CH3:29])[N:4]([C:20]#[N:43])[CH2:5]1)(=[O:10])=[O:11]. The yield is 0.460. (4) The reactants are [Cl:1][C:2]1[C:3]([CH3:25])=[CH:4][C:5]([N+:22]([O-])=O)=[C:6]([NH:8][CH2:9][CH2:10][N:11]2[CH2:16][CH2:15][CH:14]([C:17]([O:19][CH2:20][CH3:21])=[O:18])[CH2:13][CH2:12]2)[CH:7]=1.[H][H]. The catalyst is [Ni].C(O)C. The product is [NH2:22][C:5]1[CH:4]=[C:3]([CH3:25])[C:2]([Cl:1])=[CH:7][C:6]=1[NH:8][CH2:9][CH2:10][N:11]1[CH2:12][CH2:13][CH:14]([C:17]([O:19][CH2:20][CH3:21])=[O:18])[CH2:15][CH2:16]1. The yield is 0.990. (5) The reactants are [F:1][C:2]1[CH:31]=[CH:30][C:5]([CH2:6][N:7]2[C:15]3[CH:14]=[CH:13][CH:12]=[CH:11][C:10]=3[C:9]3[CH2:16][C@H:17]4[C:22](=[O:23])[N:21]([CH2:24][CH2:25][C:26]([OH:28])=[O:27])[C:20](=[O:29])[N:18]4[CH2:19][C:8]2=3)=[CH:4][CH:3]=1.[OH-].[Na+:33]. The catalyst is O1CCCC1. The product is [Na+:33].[F:1][C:2]1[CH:31]=[CH:30][C:5]([CH2:6][N:7]2[C:15]3[CH:14]=[CH:13][CH:12]=[CH:11][C:10]=3[C:9]3[CH2:16][C@H:17]4[C:22](=[O:23])[N:21]([CH2:24][CH2:25][C:26]([O-:28])=[O:27])[C:20](=[O:29])[N:18]4[CH2:19][C:8]2=3)=[CH:4][CH:3]=1. The yield is 1.00. (6) The reactants are C(OC(=O)[NH:7][CH:8]([CH3:19])[C:9]([N:11]1[CH2:16][CH2:15][S:14](=[O:18])(=[O:17])[CH2:13][CH2:12]1)=[O:10])(C)(C)C.FC(F)(F)C(O)=O. The catalyst is C(Cl)Cl. The product is [NH2:7][CH:8]([CH3:19])[C:9]([N:11]1[CH2:16][CH2:15][S:14](=[O:18])(=[O:17])[CH2:13][CH2:12]1)=[O:10]. The yield is 1.00. (7) The reactants are Cl[C:2]1[CH:7]=[C:6]([NH:8][C:9]2[CH:16]=[CH:15][CH:14]=[CH:13][C:10]=2[C:11]#[N:12])[C:5]([Cl:17])=[CH:4][N:3]=1.[CH3:18][C:19]1[CH:23]=[C:22]([NH2:24])[N:21]([CH:25]([CH3:27])[CH3:26])[N:20]=1.C(=O)([O-])[O-].[Cs+].[Cs+].N#N.C1(P(C2C=CC=CC=2)C2C=CC3C(=CC=CC=3)C=2C2C3C(=CC=CC=3)C=CC=2P(C2C=CC=CC=2)C2C=CC=CC=2)C=CC=CC=1. The catalyst is O1CCOCC1.C([O-])(=O)C.[Pd+2].C([O-])(=O)C.C(OCC)(=O)C. The product is [Cl:17][C:5]1[C:6]([NH:8][C:9]2[CH:16]=[CH:15][CH:14]=[CH:13][C:10]=2[C:11]#[N:12])=[CH:7][C:2]([NH:24][C:22]2[N:21]([CH:25]([CH3:27])[CH3:26])[N:20]=[C:19]([CH3:18])[CH:23]=2)=[N:3][CH:4]=1. The yield is 0.524. (8) The reactants are [NH:1]1[CH2:5][C:4](=[O:6])[NH:3][CH2:2]1.[F:7][C:8]1[CH:9]=[C:10]([N+:15]([O-:17])=[O:16])[CH:11]=[CH:12][C:13]=1F.C(N(C(C)C)CC)(C)C. The catalyst is CN(C=O)C. The product is [F:7][C:8]1[CH:9]=[C:10]([N+:15]([O-:17])=[O:16])[CH:11]=[CH:12][C:13]=1[N:1]1[CH2:5][C:4](=[O:6])[NH:3][CH2:2]1. The yield is 0.785.